From a dataset of Full USPTO retrosynthesis dataset with 1.9M reactions from patents (1976-2016). Predict the reactants needed to synthesize the given product. Given the product [C:1]([C:4]1[C:8]([CH3:9])=[C:7]([C:21]2[CH:22]=[CH:23][N:18]=[CH:19][CH:20]=2)[O:6][C:5]=1[CH3:11])(=[O:3])[CH3:2], predict the reactants needed to synthesize it. The reactants are: [C:1]([C:4]1[C:8]([CH3:9])=[C:7](Br)[O:6][C:5]=1[CH3:11])(=[O:3])[CH3:2].O.C([O-])(O)=O.[Na+].[N:18]1[CH:23]=[CH:22][C:21](B(O)O)=[CH:20][CH:19]=1.